From a dataset of Forward reaction prediction with 1.9M reactions from USPTO patents (1976-2016). Predict the product of the given reaction. (1) Given the reactants Cl.[NH2:2][OH:3].C([O-])(O)=O.[Na+].CO.[CH3:11][C:12]1[C:16]([C:17]2[N:21]([C:22]3[CH:27]=[CH:26][C:25]([O:28]C)=[CH:24][CH:23]=3)[N:20]=[C:19]([CH3:30])[C:18]=2[C:31]#[N:32])=[C:15]([CH3:33])[O:14][N:13]=1, predict the reaction product. The product is: [NH2:13][OH:14].[CH3:11][C:12]1[C:16]([C:17]2[N:21]([C:22]3[CH:23]=[CH:24][C:25]([OH:28])=[CH:26][CH:27]=3)[N:20]=[C:19]([CH3:30])[C:18]=2[C:31](=[N:2][OH:3])[NH2:32])=[C:15]([CH3:33])[O:14][N:13]=1. (2) Given the reactants [CH:1]1[CH:10]=[C:9]([OH:11])[CH:8]=[C:7]2[C:2]=1[CH:3]1[O:14][C:13]3[CH:15]=[CH:16][CH:17]=[CH:18][C:12]=3[CH:4]1[CH2:5][O:6]2.[H-].[Na+].Cl.Cl[CH2:23][CH2:24][N:25]1[CH2:30][CH2:29][CH2:28][CH2:27][CH2:26]1.Cl, predict the reaction product. The product is: [CH:1]1[CH:10]=[C:9]([O:11][CH2:23][CH2:24][N:25]2[CH2:30][CH2:29][CH2:28][CH2:27][CH2:26]2)[CH:8]=[C:7]2[C:2]=1[CH:3]1[O:14][C:13]3[CH:15]=[CH:16][CH:17]=[CH:18][C:12]=3[CH:4]1[CH2:5][O:6]2.